From a dataset of Reaction yield outcomes from USPTO patents with 853,638 reactions. Predict the reaction yield, written as a fraction of the theoretical maximum amount of product (1.0 means a 100% yield; for example, 0.34 means a 34% yield). (1) The product is [CH:14]1([CH2:13][O:12][C:3]2[CH:4]=[C:5]([CH:10]=[CH:11][C:2]=2[NH:1][S:26]([CH:25]=[CH2:24])(=[O:28])=[O:27])[C:6]([O:8][CH3:9])=[O:7])[CH2:16][CH2:15]1. The catalyst is C(Cl)Cl. The yield is 0.737. The reactants are [NH2:1][C:2]1[CH:11]=[CH:10][C:5]([C:6]([O:8][CH3:9])=[O:7])=[CH:4][C:3]=1[O:12][CH2:13][CH:14]1[CH2:16][CH2:15]1.N1C=CC=CC=1.Cl[CH2:24][CH2:25][S:26](Cl)(=[O:28])=[O:27]. (2) The reactants are [CH3:1][O:2][C:3]1[CH:33]=[CH:32][C:6]([CH2:7][N:8]([CH3:31])[C:9]2[CH:18]=[C:17]3[C:12]([CH:13]=[C:14]([C:22]4[CH:27]=[C:26]([NH2:28])[C:25]([F:29])=[CH:24][C:23]=4[Cl:30])[C:15](=[O:21])[N:16]3[CH2:19][CH3:20])=[CH:11][N:10]=2)=[CH:5][CH:4]=1.C([O-])(O)=O.[Na+].Cl[C:40]([O:42][C:43]([CH3:45])=[CH2:44])=[O:41].CCCCCC. The catalyst is CCOC(C)=O. The product is [Cl:30][C:23]1[C:22]([C:14]2[C:15](=[O:21])[N:16]([CH2:19][CH3:20])[C:17]3[C:12]([CH:13]=2)=[CH:11][N:10]=[C:9]([N:8]([CH2:7][C:6]2[CH:5]=[CH:4][C:3]([O:2][CH3:1])=[CH:33][CH:32]=2)[CH3:31])[CH:18]=3)=[CH:27][C:26]([NH:28][C:40](=[O:41])[O:42][C:43]([CH3:45])=[CH2:44])=[C:25]([F:29])[CH:24]=1. The yield is 0.980. (3) The reactants are [CH2:1]([N:5]1[C:10](=[O:11])[C:9]([C:12]2[NH:13][S:14](=[O:25])(=[O:24])[C:15]3[CH:21]=[C:20]([O:22]C)[CH:19]=[CH:18][C:16]=3[N:17]=2)=[C:8]([OH:26])[C:7]([CH:27]([CH3:29])[CH3:28])=[N:6]1)[CH2:2][CH2:3][CH3:4].B(Br)(Br)Br. The catalyst is C(Cl)Cl. The product is [CH2:1]([N:5]1[C:10](=[O:11])[C:9]([C:12]2[NH:13][S:14](=[O:25])(=[O:24])[C:15]3[CH:21]=[C:20]([OH:22])[CH:19]=[CH:18][C:16]=3[N:17]=2)=[C:8]([OH:26])[C:7]([CH:27]([CH3:28])[CH3:29])=[N:6]1)[CH2:2][CH2:3][CH3:4]. The yield is 0.780. (4) The reactants are [C:1]([C:4]1[S:8][C:7]([C:9]([OH:11])=O)=[CH:6][CH:5]=1)(=[O:3])[CH3:2].C(N1C=CN=C1)(N1C=CN=C1)=O.Cl.Cl.[NH2:26][C:27]1[C:35]([NH2:36])=[CH:34][CH:33]=[CH:32][C:28]=1[C:29]([NH2:31])=[O:30]. The catalyst is N1C=CC=CC=1.CN(C=O)C. The product is [NH2:26][C:27]1[C:28]([C:29](=[O:30])[NH2:31])=[CH:32][CH:33]=[CH:34][C:35]=1[NH:36][C:9]([C:7]1[S:8][C:4]([C:1](=[O:3])[CH3:2])=[CH:5][CH:6]=1)=[O:11]. The yield is 0.910. (5) The reactants are [CH2:1]([O:8][C:9]1[CH:14]=[CH:13][C:12]([NH:15][C:16]2[C:25]3[C:20](=[CH:21][CH:22]=[C:23]([C:26]4OC(C=O)=[CH:28][CH:27]=4)[CH:24]=3)[N:19]=[CH:18][N:17]=2)=[CH:11][C:10]=1[C:33]([F:36])([F:35])[F:34])[C:2]1[CH:7]=[CH:6][CH:5]=[CH:4][CH:3]=1.[CH3:37][S:38]([CH2:41][CH2:42][NH2:43])(=[O:40])=[O:39].[C:44]([OH:47])(=O)[CH3:45].C([BH3-])#N.[Na+]. The catalyst is ClCCl.C(OCC)(=O)C. The product is [F:36][C:33]([F:34])([F:35])[C:10]1[CH:11]=[C:12]([NH:15][C:16]2[C:25]3[C:20](=[CH:21][CH:22]=[C:23]([C:26]4[CH:27]=[CH:28][O:47][C:44]=4[CH2:45][NH:43][CH2:42][CH2:41][S:38]([CH3:37])(=[O:40])=[O:39])[CH:24]=3)[N:19]=[CH:18][N:17]=2)[CH:13]=[CH:14][C:9]=1[O:8][CH2:1][C:2]1[CH:3]=[CH:4][CH:5]=[CH:6][CH:7]=1. The yield is 0.430. (6) The reactants are [I-].[F:2][C:3]([F:26])([F:25])[CH2:4][CH2:5][P+:6]([C:19]1[CH:24]=[CH:23][CH:22]=[CH:21][CH:20]=1)([C:13]1[CH:18]=[CH:17][CH:16]=[CH:15][CH:14]=1)[C:7]1[CH:12]=[CH:11][CH:10]=[CH:9][CH:8]=1.C[Si]([N-][Si](C)(C)C)(C)C.[Li+].[CH2:37]([O:39][C:40](Cl)=[O:41])[CH3:38]. The catalyst is O1CCCC1. The product is [CH2:37]([O:39][C:40](=[O:41])[C:5](=[P:6]([C:13]1[CH:14]=[CH:15][CH:16]=[CH:17][CH:18]=1)([C:7]1[CH:8]=[CH:9][CH:10]=[CH:11][CH:12]=1)[C:19]1[CH:24]=[CH:23][CH:22]=[CH:21][CH:20]=1)[CH2:4][C:3]([F:2])([F:25])[F:26])[CH3:38]. The yield is 0.890. (7) The yield is 0.990. The product is [NH2:30][C:26]1[C:25]([F:33])=[C:24]([CH:29]=[CH:28][CH:27]=1)[C:23]([NH:22][C:3]1[C:4]([C:18]([F:20])([F:21])[F:19])=[CH:5][C:6]([C:8]([F:17])([C:9]([F:10])([F:11])[F:12])[C:13]([F:14])([F:15])[F:16])=[CH:7][C:2]=1[Br:1])=[O:34]. The reactants are [Br:1][C:2]1[CH:7]=[C:6]([C:8]([F:17])([C:13]([F:16])([F:15])[F:14])[C:9]([F:12])([F:11])[F:10])[CH:5]=[C:4]([C:18]([F:21])([F:20])[F:19])[C:3]=1[NH:22][C:23](=[O:34])[C:24]1[CH:29]=[CH:28][CH:27]=[C:26]([N+:30]([O-])=O)[C:25]=1[F:33].Cl.[OH-].[Na+]. The catalyst is C(O)C.